Dataset: Peptide-MHC class I binding affinity with 185,985 pairs from IEDB/IMGT. Task: Regression. Given a peptide amino acid sequence and an MHC pseudo amino acid sequence, predict their binding affinity value. This is MHC class I binding data. (1) The peptide sequence is CFTSLVWAPLILA. The MHC is HLA-B58:01 with pseudo-sequence HLA-B58:01. The binding affinity (normalized) is 0.161. (2) The peptide sequence is GLVRLNAFL. The MHC is HLA-A02:01 with pseudo-sequence HLA-A02:01. The binding affinity (normalized) is 0.951. (3) The peptide sequence is FQPQNGQFM. The MHC is H-2-Db with pseudo-sequence H-2-Db. The binding affinity (normalized) is 0.162. (4) The peptide sequence is AEWDRVHPV. The MHC is HLA-A02:06 with pseudo-sequence HLA-A02:06. The binding affinity (normalized) is 0.396. (5) The peptide sequence is VSGFISFFK. The MHC is HLA-A03:01 with pseudo-sequence HLA-A03:01. The binding affinity (normalized) is 0.544. (6) The peptide sequence is LLFKLLEYSN. The MHC is H-2-Kb with pseudo-sequence H-2-Kb. The binding affinity (normalized) is 0.209. (7) The peptide sequence is IMAYVNQAH. The MHC is HLA-A31:01 with pseudo-sequence HLA-A31:01. The binding affinity (normalized) is 0.248.